The task is: Regression. Given a peptide amino acid sequence and an MHC pseudo amino acid sequence, predict their binding affinity value. This is MHC class I binding data.. This data is from Peptide-MHC class I binding affinity with 185,985 pairs from IEDB/IMGT. (1) The MHC is HLA-A02:06 with pseudo-sequence HLA-A02:06. The peptide sequence is IRHVYHNLK. The binding affinity (normalized) is 0.0847. (2) The peptide sequence is AMPNLYKMQR. The MHC is HLA-A33:01 with pseudo-sequence HLA-A33:01. The binding affinity (normalized) is 0.134.